Dataset: CYP1A2 inhibition data for predicting drug metabolism from PubChem BioAssay. Task: Regression/Classification. Given a drug SMILES string, predict its absorption, distribution, metabolism, or excretion properties. Task type varies by dataset: regression for continuous measurements (e.g., permeability, clearance, half-life) or binary classification for categorical outcomes (e.g., BBB penetration, CYP inhibition). Dataset: cyp1a2_veith. (1) The compound is CC(C)CN1CCC2(CC1)CCN(C(=O)c1csnn1)CC2. The result is 0 (non-inhibitor). (2) The molecule is COc1ccc(N2CCN(C(=N)/C(C(C)=O)=C(\C)O)CC2)cc1. The result is 0 (non-inhibitor). (3) The drug is Cc1cc(C)c(NC(=O)CS(=O)CC(=O)NCCCc2ccccc2)c(C)c1. The result is 0 (non-inhibitor). (4) The molecule is CC(C)CN1CC[C@@]2(CCCN(C(=O)c3ccco3)C2)C1. The result is 0 (non-inhibitor). (5) The compound is O=C(Nc1ccc2c(c1)Cc1ccccc1-2)[C@@H]1[C@H](C(=O)O)[C@]2(Cl)C(Cl)=C(Cl)[C@@]1(Cl)C2(Cl)Cl. The result is 1 (inhibitor). (6) The result is 1 (inhibitor). The compound is CCCCn1c(SCC(N)=O)nc2ccc(N3CCOCC3)cc2c1=O. (7) The compound is O/N=C/c1cc(Cl)ccc1OCc1cccc2ccccc12. The result is 1 (inhibitor).